This data is from Reaction yield outcomes from USPTO patents with 853,638 reactions. The task is: Predict the reaction yield, written as a fraction of the theoretical maximum amount of product (1.0 means a 100% yield; for example, 0.34 means a 34% yield). (1) The reactants are Cl.[NH2:2][C:3]1[CH:8]=[CH:7][C:6]([OH:9])=[CH:5][N:4]=1.CC[N:12]([CH2:15][CH3:16])[CH2:13][CH3:14].CN1C(C)=[C:21]([C:24](O)=[O:25])[C:20](=[O:27])[N:19]1[C:28]1C=CC=CC=1.[CH:34]1[CH:39]=NC2N(O)N=N[C:36]=2[CH:35]=1.CCN=C=NCCCN(C)C.Cl. The catalyst is CN(C=O)C.O. The product is [OH:9][C:6]1[CH:7]=[CH:8][C:3]([NH:2][C:24]([C:21]2[C:20](=[O:27])[N:19]([CH3:28])[N:12]([C:13]3[CH:14]=[CH:36][CH:35]=[CH:34][CH:39]=3)[C:15]=2[CH3:16])=[O:25])=[N:4][CH:5]=1. The yield is 0.780. (2) The reactants are [NH2:1][C:2]1[N:6]([CH3:7])[C:5](=[O:8])[C:4]([C:19]2[CH:24]=[CH:23][CH:22]=[C:21](Br)[CH:20]=2)([C:9]2[CH:14]=[CH:13][C:12]([O:15][CH:16]([F:18])[F:17])=[CH:11][CH:10]=2)[N:3]=1.[CH3:26][O:27][CH2:28][C:29]#[CH:30].O. The catalyst is N1CCCC1.[Pd].C1(P(C2C=CC=CC=2)C2C=CC=CC=2)C=CC=CC=1.C1(P(C2C=CC=CC=2)C2C=CC=CC=2)C=CC=CC=1.C1(P(C2C=CC=CC=2)C2C=CC=CC=2)C=CC=CC=1.C1(P(C2C=CC=CC=2)C2C=CC=CC=2)C=CC=CC=1. The product is [NH2:1][C:2]1[N:6]([CH3:7])[C:5](=[O:8])[C:4]([C:9]2[CH:14]=[CH:13][C:12]([O:15][CH:16]([F:18])[F:17])=[CH:11][CH:10]=2)([C:19]2[CH:24]=[CH:23][CH:22]=[C:21]([C:30]#[C:29][CH2:28][O:27][CH3:26])[CH:20]=2)[N:3]=1. The yield is 0.630.